This data is from Forward reaction prediction with 1.9M reactions from USPTO patents (1976-2016). The task is: Predict the product of the given reaction. (1) Given the reactants [CH3:1][C:2]1[C:7]([C:8](=[O:17])SC2C=CC(C)=CC=2)=[CH:6][C:5]([C:18]2[CH:23]=[CH:22][CH:21]=[CH:20][CH:19]=2)=[CH:4][N:3]=1.O1C=CC=C1P(C1OC=CC=1)C1OC=CC=1.[CH:40]([C:42]1[CH:47]=[CH:46][CH:45]=[CH:44][C:43]=1B(O)O)=[O:41], predict the reaction product. The product is: [CH3:1][C:2]1[C:7]([C:8]([C:43]2[CH:44]=[CH:45][CH:46]=[CH:47][C:42]=2[CH:40]=[O:41])=[O:17])=[CH:6][C:5]([C:18]2[CH:19]=[CH:20][CH:21]=[CH:22][CH:23]=2)=[CH:4][N:3]=1. (2) Given the reactants Br[C:2]1[S:3][C:4]([C:25]2[CH:30]=[CH:29][N:28]=[CH:27][CH:26]=2)=[CH:5][C:6]=1[CH:7]1[C:16]2[C:11](=[CH:12][C:13]([Cl:17])=[CH:14][CH:15]=2)[CH2:10][CH2:9][N:8]1[C:18]([O:20][C:21]([CH3:24])([CH3:23])[CH3:22])=[O:19].B1([C:40]2[NH:44][N:43]=[CH:42][CH:41]=2)OC(C)(C)C(C)(C)O1.C(=O)([O-])[O-].[Na+].[Na+].COCCOC.O, predict the reaction product. The product is: [Cl:17][C:13]1[CH:12]=[C:11]2[C:16](=[CH:15][CH:14]=1)[CH:7]([C:6]1[CH:5]=[C:4]([C:25]3[CH:30]=[CH:29][N:28]=[CH:27][CH:26]=3)[S:3][C:2]=1[C:40]1[NH:44][N:43]=[CH:42][CH:41]=1)[N:8]([C:18]([O:20][C:21]([CH3:23])([CH3:24])[CH3:22])=[O:19])[CH2:9][CH2:10]2. (3) Given the reactants N1C=CC=CC=1.[CH2:7]([OH:12])[CH2:8][CH:9]([OH:11])[CH3:10].[C:13]1([CH3:23])[CH:18]=[CH:17][C:16]([S:19](Cl)(=[O:21])=[O:20])=[CH:15][CH:14]=1.O, predict the reaction product. The product is: [C:13]1([CH3:23])[CH:18]=[CH:17][C:16]([S:19]([O:12][CH2:7][CH2:8][CH:9]([CH3:10])[OH:11])(=[O:21])=[O:20])=[CH:15][CH:14]=1. (4) Given the reactants [CH2:1]([O:8][C:9]1[CH:14]=[CH:13][C:12]([C:15]2[N:19]([CH:20]3[CH2:25][CH2:24][CH2:23][CH2:22][CH2:21]3)[N:18]=[C:17]([CH2:26][CH2:27][C:28]([O:30]C)=[O:29])[CH:16]=2)=[CH:11][CH:10]=1)[C:2]1[CH:7]=[CH:6][CH:5]=[CH:4][CH:3]=1.[Li+].[OH-], predict the reaction product. The product is: [CH2:1]([O:8][C:9]1[CH:10]=[CH:11][C:12]([C:15]2[N:19]([CH:20]3[CH2:25][CH2:24][CH2:23][CH2:22][CH2:21]3)[N:18]=[C:17]([CH2:26][CH2:27][C:28]([OH:30])=[O:29])[CH:16]=2)=[CH:13][CH:14]=1)[C:2]1[CH:3]=[CH:4][CH:5]=[CH:6][CH:7]=1. (5) Given the reactants [Br:1][C:2]1[C:3]([CH3:12])=[CH:4][C:5]([OH:11])=[C:6]([CH:10]=1)[C:7]([OH:9])=[O:8].S(=O)(=O)(O)O.[CH3:18]O, predict the reaction product. The product is: [Br:1][C:2]1[C:3]([CH3:12])=[CH:4][C:5]([OH:11])=[C:6]([CH:10]=1)[C:7]([O:9][CH3:18])=[O:8]. (6) Given the reactants C([O:5][C:6](=[O:36])[CH2:7][O:8][C:9]1[C:14]2[CH2:15][CH2:16][CH2:17][CH2:18][CH:19]([N:20]([S:22]([C:25]3[CH:30]=[C:29]([C:31]([F:34])([F:33])[F:32])[CH:28]=[C:27]([Br:35])[CH:26]=3)(=[O:24])=[O:23])[CH3:21])[C:13]=2[CH:12]=[CH:11][CH:10]=1)(C)(C)C.[OH-].[Na+], predict the reaction product. The product is: [Br:35][C:27]1[CH:26]=[C:25]([S:22]([N:20]([CH3:21])[CH:19]2[C:13]3[CH:12]=[CH:11][CH:10]=[C:9]([O:8][CH2:7][C:6]([OH:36])=[O:5])[C:14]=3[CH2:15][CH2:16][CH2:17][CH2:18]2)(=[O:24])=[O:23])[CH:30]=[C:29]([C:31]([F:33])([F:34])[F:32])[CH:28]=1. (7) The product is: [C:17]1([CH2:16][O:15][C:13]([NH:1][CH2:2][CH:3]2[CH2:4][CH2:5][CH:6]([C:9]([OH:11])=[O:10])[CH2:7][CH2:8]2)=[O:14])[CH:22]=[CH:21][CH:20]=[CH:19][CH:18]=1. Given the reactants [NH2:1][CH2:2][C@H:3]1[CH2:8][CH2:7][C@H:6]([C:9]([OH:11])=[O:10])[CH2:5][CH2:4]1.Cl[C:13]([O:15][CH2:16][C:17]1[CH:22]=[CH:21][CH:20]=[CH:19][CH:18]=1)=[O:14], predict the reaction product.